This data is from Reaction yield outcomes from USPTO patents with 853,638 reactions. The task is: Predict the reaction yield, written as a fraction of the theoretical maximum amount of product (1.0 means a 100% yield; for example, 0.34 means a 34% yield). The reactants are [C:1]([C:3]1[N:4]([CH3:24])[C:5]([C:14]2[S:15][C:16]3[N:17]=[CH:18][N:19]=[C:20]([NH2:23])[C:21]=3[N:22]=2)=[C:6]([C:8]2[CH:13]=[CH:12][CH:11]=[CH:10][CH:9]=2)[N:7]=1)#[CH:2]. The catalyst is [Pd].CCOC(C)=O. The product is [CH2:1]([C:3]1[N:4]([CH3:24])[C:5]([C:14]2[S:15][C:16]3[N:17]=[CH:18][N:19]=[C:20]([NH2:23])[C:21]=3[N:22]=2)=[C:6]([C:8]2[CH:9]=[CH:10][CH:11]=[CH:12][CH:13]=2)[N:7]=1)[CH3:2]. The yield is 0.300.